This data is from Peptide-MHC class I binding affinity with 185,985 pairs from IEDB/IMGT. The task is: Regression. Given a peptide amino acid sequence and an MHC pseudo amino acid sequence, predict their binding affinity value. This is MHC class I binding data. (1) The peptide sequence is RPMTYKAAL. The MHC is HLA-A02:02 with pseudo-sequence HLA-A02:02. The binding affinity (normalized) is 0. (2) The peptide sequence is YMAVVPLVY. The MHC is HLA-B58:01 with pseudo-sequence HLA-B58:01. The binding affinity (normalized) is 0.778. (3) The peptide sequence is KVFGYDIDR. The MHC is HLA-B07:02 with pseudo-sequence HLA-B07:02. The binding affinity (normalized) is 0.0847.